This data is from NCI-60 drug combinations with 297,098 pairs across 59 cell lines. The task is: Regression. Given two drug SMILES strings and cell line genomic features, predict the synergy score measuring deviation from expected non-interaction effect. (1) Drug 1: C#CCC(CC1=CN=C2C(=N1)C(=NC(=N2)N)N)C3=CC=C(C=C3)C(=O)NC(CCC(=O)O)C(=O)O. Drug 2: CC1CCCC2(C(O2)CC(NC(=O)CC(C(C(=O)C(C1O)C)(C)C)O)C(=CC3=CSC(=N3)C)C)C. Cell line: COLO 205. Synergy scores: CSS=58.0, Synergy_ZIP=0.801, Synergy_Bliss=0.184, Synergy_Loewe=6.86, Synergy_HSA=4.53. (2) Drug 1: C1CC(=O)NC(=O)C1N2CC3=C(C2=O)C=CC=C3N. Drug 2: C#CCC(CC1=CN=C2C(=N1)C(=NC(=N2)N)N)C3=CC=C(C=C3)C(=O)NC(CCC(=O)O)C(=O)O. Cell line: RXF 393. Synergy scores: CSS=1.97, Synergy_ZIP=-1.06, Synergy_Bliss=-2.44, Synergy_Loewe=-2.69, Synergy_HSA=-2.54. (3) Drug 1: CC(CN1CC(=O)NC(=O)C1)N2CC(=O)NC(=O)C2. Drug 2: CC1=C(C(CCC1)(C)C)C=CC(=CC=CC(=CC(=O)O)C)C. Cell line: NCI-H522. Synergy scores: CSS=11.1, Synergy_ZIP=-5.95, Synergy_Bliss=-6.59, Synergy_Loewe=-4.41, Synergy_HSA=-4.19. (4) Drug 1: CC1C(C(CC(O1)OC2CC(CC3=C2C(=C4C(=C3O)C(=O)C5=C(C4=O)C(=CC=C5)OC)O)(C(=O)C)O)N)O.Cl. Drug 2: C(CC(=O)O)C(=O)CN.Cl. Cell line: UACC62. Synergy scores: CSS=13.0, Synergy_ZIP=-6.06, Synergy_Bliss=-3.75, Synergy_Loewe=-10.0, Synergy_HSA=-2.08. (5) Drug 1: CC1=CC2C(CCC3(C2CCC3(C(=O)C)OC(=O)C)C)C4(C1=CC(=O)CC4)C. Drug 2: CCN(CC)CCCC(C)NC1=C2C=C(C=CC2=NC3=C1C=CC(=C3)Cl)OC. Cell line: COLO 205. Synergy scores: CSS=45.2, Synergy_ZIP=3.92, Synergy_Bliss=-1.85, Synergy_Loewe=-37.0, Synergy_HSA=-2.89.